From a dataset of Catalyst prediction with 721,799 reactions and 888 catalyst types from USPTO. Predict which catalyst facilitates the given reaction. (1) Reactant: [CH2:1]([O:7][C:8]([NH:10][C@@H:11]([C:15]([CH3:18])([CH3:17])[CH3:16])[C:12]([OH:14])=O)=[O:9])[CH2:2][CH2:3][CH2:4][CH:5]=[CH2:6].CCN(C(C)C)C(C)C.CN(C(ON1N=NC2C=CC=NC1=2)=[N+](C)C)C.F[P-](F)(F)(F)(F)F.[CH3:52][N:53]([CH3:77])[C:54]1[CH:55]=[C:56]2[C:61](=[CH:62][C:63]=1[CH:64]=[CH2:65])[CH:60]=[C:59]([C@@:66]1([O:75][CH3:76])[CH2:70][NH:69][C@H:68]([C:71]([O:73][CH3:74])=[O:72])[CH2:67]1)[CH:58]=[CH:57]2. Product: [CH3:77][N:53]([CH3:52])[C:54]1[CH:55]=[C:56]2[C:61](=[CH:62][C:63]=1[CH:64]=[CH2:65])[CH:60]=[C:59]([C@@:66]1([O:75][CH3:76])[CH2:70][N:69]([C:12](=[O:14])[C@@H:11]([NH:10][C:8]([O:7][CH2:1][CH2:2][CH2:3][CH2:4][CH:5]=[CH2:6])=[O:9])[C:15]([CH3:18])([CH3:17])[CH3:16])[C@H:68]([C:71]([O:73][CH3:74])=[O:72])[CH2:67]1)[CH:58]=[CH:57]2. The catalyst class is: 2. (2) Reactant: [F:1][C:2]1[CH:3]=[CH:4][C:5]([N+:16]([O-])=O)=[C:6]([NH:8][C:9]2[CH:10]=[N:11][CH:12]=[C:13]([F:15])[CH:14]=2)[CH:7]=1. Product: [F:1][C:2]1[CH:7]=[C:6]([NH:8][C:9]2[CH:10]=[N:11][CH:12]=[C:13]([F:15])[CH:14]=2)[C:5]([NH2:16])=[CH:4][CH:3]=1. The catalyst class is: 25. (3) Reactant: [F:1][C:2]1[CH:3]=[C:4]2[C:8](=[CH:9][CH:10]=1)[NH:7][CH:6]=[C:5]2[CH:11]([C:13]1[CH:14]=[N:15][CH:16]=[CH:17][CH:18]=1)O.C([SiH](CC)CC)C.FC(F)(F)C(O)=O. Product: [F:1][C:2]1[CH:3]=[C:4]2[C:8](=[CH:9][CH:10]=1)[NH:7][CH:6]=[C:5]2[CH2:11][C:13]1[CH:14]=[N:15][CH:16]=[CH:17][CH:18]=1. The catalyst class is: 2. (4) Reactant: [NH2:1][C:2](=[O:29])[C@@H:3]([NH:12][C:13]([C:15]1([NH:21][C:22](=[O:28])[O:23][C:24]([CH3:27])([CH3:26])[CH3:25])[CH2:20][CH2:19][O:18][CH2:17][CH2:16]1)=[O:14])[CH2:4][C:5]1[CH:10]=[CH:9][C:8](I)=[CH:7][CH:6]=1.[N:30]1([S:34]([C:37]2[CH:42]=[CH:41][C:40](B(O)O)=[CH:39][CH:38]=2)(=[O:36])=[O:35])[CH2:33][CH2:32][CH2:31]1.C(=O)([O-])[O-].[Na+].[Na+]. Product: [NH2:1][C:2](=[O:29])[C@@H:3]([NH:12][C:13]([C:15]1([NH:21][C:22](=[O:28])[O:23][C:24]([CH3:27])([CH3:26])[CH3:25])[CH2:20][CH2:19][O:18][CH2:17][CH2:16]1)=[O:14])[CH2:4][C:5]1[CH:10]=[CH:9][C:8]([C:40]2[CH:41]=[CH:42][C:37]([S:34]([N:30]3[CH2:31][CH2:32][CH2:33]3)(=[O:36])=[O:35])=[CH:38][CH:39]=2)=[CH:7][CH:6]=1. The catalyst class is: 10. (5) Product: [C:9]1([N:15]2[C:19]3[CH:20]=[C:21]([O:24][CH2:25][CH2:26][CH2:27][CH2:28][CH2:29][C:30]([NH2:31])=[O:2])[CH:22]=[CH:23][C:18]=3[N:17]=[C:16]2[C:32]2[CH:33]=[CH:34][CH:35]=[CH:36][CH:37]=2)[CH:14]=[CH:13][CH:12]=[CH:11][CH:10]=1. Reactant: C(=O)([O-])[O-:2].[K+].[K+].OO.[C:9]1([N:15]2[C:19]3[CH:20]=[C:21]([O:24][CH2:25][CH2:26][CH2:27][CH2:28][CH2:29][C:30]#[N:31])[CH:22]=[CH:23][C:18]=3[N:17]=[C:16]2[C:32]2[CH:37]=[CH:36][CH:35]=[CH:34][CH:33]=2)[CH:14]=[CH:13][CH:12]=[CH:11][CH:10]=1. The catalyst class is: 5.